This data is from Reaction yield outcomes from USPTO patents with 853,638 reactions. The task is: Predict the reaction yield, written as a fraction of the theoretical maximum amount of product (1.0 means a 100% yield; for example, 0.34 means a 34% yield). The reactants are [CH:1]([Si:3]([CH:7]=[CH2:8])([CH:5]=[CH2:6])[Cl:4])=[CH2:2].[Cl:9][Si:10]([Cl:17])([Cl:16])[CH2:11][CH2:12][SiH:13]([Cl:15])[Cl:14]. No catalyst specified. The product is [Cl:14][Si:13]([Cl:15])([CH2:12][CH2:11][Si:10]([Cl:17])([Cl:16])[Cl:9])[CH2:2][CH2:1][Si:3]([CH2:7][CH2:8][Si:13]([Cl:15])([Cl:14])[CH2:12][CH2:11][Si:10]([Cl:17])([Cl:16])[Cl:9])([CH2:5][CH2:6][Si:13]([Cl:15])([Cl:14])[CH2:12][CH2:11][Si:10]([Cl:17])([Cl:16])[Cl:9])[Cl:4]. The yield is 0.660.